Dataset: Catalyst prediction with 721,799 reactions and 888 catalyst types from USPTO. Task: Predict which catalyst facilitates the given reaction. (1) Reactant: [N-]=C=O.[O:4]=[C:5]1[CH:10]=[N:9][C:8]2[N:11]=[CH:12][CH:13]=[C:14]([O:15][C:16]3[CH:21]=[CH:20][C:19]([NH:22][C:23](=[O:29])OC(C)(C)C)=[CH:18][CH:17]=3)[C:7]=2[NH:6]1.[Cl:30][C:31]1[CH:36]=[CH:35][C:34]([N:37]=C=O)=[CH:33][C:32]=1[C:40]([F:43])([F:42])[F:41]. Product: [Cl:30][C:31]1[CH:36]=[CH:35][C:34]([NH:37][C:23]([NH:22][C:19]2[CH:20]=[CH:21][C:16]([O:15][C:14]3[C:7]4[NH:6][C:5](=[O:4])[CH:10]=[N:9][C:8]=4[N:11]=[CH:12][CH:13]=3)=[CH:17][CH:18]=2)=[O:29])=[CH:33][C:32]=1[C:40]([F:41])([F:42])[F:43]. The catalyst class is: 55. (2) Reactant: CC1C=CC(S(O[CH2:12][C@H:13]2[CH2:22][CH2:21][C:20]3[C:15](=[C:16]([C:24]4[CH:29]=[CH:28][CH:27]=[CH:26][C:25]=4[C:30]4[CH:35]=[CH:34][CH:33]=[CH:32][CH:31]=4)[CH:17]=[C:18]([F:23])[CH:19]=3)[O:14]2)(=O)=O)=CC=1.[N-:36]=[N+:37]=[N-:38].[Na+]. Product: [N:36]([CH2:12][C@H:13]1[CH2:22][CH2:21][C:20]2[C:15](=[C:16]([C:24]3[CH:29]=[CH:28][CH:27]=[CH:26][C:25]=3[C:30]3[CH:35]=[CH:34][CH:33]=[CH:32][CH:31]=3)[CH:17]=[C:18]([F:23])[CH:19]=2)[O:14]1)=[N+:37]=[N-:38]. The catalyst class is: 16. (3) Reactant: Cl[CH2:2][CH:3]=O.[NH2:5][C:6]1[N:14]=[CH:13][CH:12]=[CH:11][C:7]=1[C:8]([OH:10])=[O:9]. Product: [N:5]1[CH:2]=[CH:3][N:14]2[CH:13]=[CH:12][CH:11]=[C:7]([C:8]([OH:10])=[O:9])[C:6]=12. The catalyst class is: 8. (4) Reactant: [C:1]([C@@H:3]1[CH2:8][C@H:7]2[C@H:5]([CH2:6]2)[N:4]1[C:9](=[O:33])[C@@H:10]([NH:22]C(=O)OCC1C=CC=CC=1)[C:11]12[CH2:20][CH:15]3[CH2:16][CH:17]([CH2:19][C:13]([OH:21])([CH2:14]3)[CH2:12]1)[CH2:18]2)#[N:2]. Product: [CH2:8]1[C@@H:3]([C:1]#[N:2])[N:4]([C:9]([C@@H:10]([NH2:22])[C:11]23[CH2:12][C:13]4([OH:21])[CH2:19][CH:17]([CH2:16][CH:15]([CH2:14]4)[CH2:20]2)[CH2:18]3)=[O:33])[C@@H:5]2[C@H:7]1[CH2:6]2. The catalyst class is: 5. (5) Reactant: [Br:1][C:2]1[CH:9]=[CH:8][C:5]([NH:6][CH3:7])=[C:4]([N+:10]([O-])=O)[CH:3]=1.N1C=CC=CC=1.[C:19](Cl)(=[O:26])[C:20]1[CH:25]=[CH:24][CH:23]=[CH:22][CH:21]=1. Product: [Br:1][C:2]1[CH:9]=[CH:8][C:5]([N:6]([CH3:7])[C:19](=[O:26])[C:20]2[CH:25]=[CH:24][CH:23]=[CH:22][CH:21]=2)=[C:4]([NH2:10])[CH:3]=1. The catalyst class is: 13. (6) Reactant: F[C:2]1[CH:7]=[CH:6][C:5]([F:8])=[CH:4][C:3]=1[N+:9]([O-:11])=[O:10].[N:12]1[CH:17]=[CH:16][CH:15]=[C:14]([CH2:18][OH:19])[CH:13]=1.C[Si]([N-][Si](C)(C)C)(C)C.[Li+]. Product: [F:8][C:5]1[CH:6]=[CH:7][C:2]([O:19][CH2:18][C:14]2[CH:13]=[N:12][CH:17]=[CH:16][CH:15]=2)=[C:3]([N+:9]([O-:11])=[O:10])[CH:4]=1. The catalyst class is: 54.